This data is from Full USPTO retrosynthesis dataset with 1.9M reactions from patents (1976-2016). The task is: Predict the reactants needed to synthesize the given product. (1) Given the product [F:1][C:2]1[CH:3]=[C:4]([CH:29]=[CH:30][C:31]=1[F:32])[C:5]([NH:7][C:8]1[CH:9]=[CH:10][C:11]([NH:14][C:15]2[C:24]3[CH:23]=[C:22]([NH2:25])[C:21](=[O:28])[NH:20][C:19]=3[N:18]=[CH:17][CH:16]=2)=[CH:12][CH:13]=1)=[O:6], predict the reactants needed to synthesize it. The reactants are: [F:1][C:2]1[CH:3]=[C:4]([CH:29]=[CH:30][C:31]=1[F:32])[C:5]([NH:7][C:8]1[CH:13]=[CH:12][C:11]([NH:14][C:15]2[C:24]3[CH:23]=[C:22]([N+:25]([O-])=O)[C:21](=[O:28])[NH:20][C:19]=3[N:18]=[CH:17][CH:16]=2)=[CH:10][CH:9]=1)=[O:6].CO. (2) Given the product [F:1][C:2]([F:7])([F:6])[C:3]([OH:5])=[O:4].[Cl:8][C:9]1[CH:10]=[CH:11][C:12]2[O:17][C:16](=[O:18])[CH:15]=[C:14]([O:19][CH2:54][CH2:55][CH2:56][NH:52][C:43]([NH2:42])=[NH:44])[C:13]=2[CH:25]=1, predict the reactants needed to synthesize it. The reactants are: [F:1][C:2]([F:7])([F:6])[C:3]([OH:5])=[O:4].[Cl:8][C:9]1[CH:10]=[CH:11][C:12]2[O:17][C:16](=[O:18])[CH:15]=[C:14]([O:19]CCCNC)[C:13]=2[CH:25]=1.C(N(C(C)C)CC)(C)C.C(OC([NH:42][C:43]([N:52]1[CH:56]=[CH:55][CH:54]=N1)=[N:44]C(OC(C)(C)C)=O)=O)(C)(C)C. (3) Given the product [CH3:17][C:18]1[CH:19]=[CH:20][C:21]([C:24]2[CH:29]=[CH:28][C:27]([CH2:30][NH:31][C:32]([C:34]3[N:35]([CH3:40])[CH:36]=[C:37]([NH:39][C:5]([C:4]4[CH:8]=[CH:9][CH:10]=[C:2]([CH3:1])[C:3]=4[N:11]4[CH2:16][CH2:15][CH2:14][CH2:13][CH2:12]4)=[O:7])[CH:38]=3)=[O:33])=[CH:26][CH:25]=2)=[CH:22][CH:23]=1, predict the reactants needed to synthesize it. The reactants are: [CH3:1][C:2]1[C:3]([N:11]2[CH2:16][CH2:15][CH2:14][CH2:13][CH2:12]2)=[C:4]([CH:8]=[CH:9][CH:10]=1)[C:5]([OH:7])=O.[CH3:17][C:18]1[CH:23]=[CH:22][C:21]([C:24]2[CH:29]=[CH:28][C:27]([CH2:30][NH:31][C:32]([C:34]3[N:35]([CH3:40])[CH:36]=[C:37]([NH2:39])[CH:38]=3)=[O:33])=[CH:26][CH:25]=2)=[CH:20][CH:19]=1.CN(C(ON1N=NC2C=CC=CC1=2)=[N+](C)C)C.[B-](F)(F)(F)F.C(N(CC)CC)C. (4) Given the product [Cl:7][C:8]1[CH:9]=[CH:10][C:11]([CH:19]([CH3:21])[CH3:20])=[C:12]([CH:18]=1)[CH2:13][N:14]([CH:15]1[CH2:17][CH2:16]1)[C:29]([C:28]1[C:24]([CH:23]([F:33])[F:22])=[N:25][N:26]([CH3:32])[C:27]=1[F:31])=[O:30], predict the reactants needed to synthesize it. The reactants are: C([O-])([O-])=O.[Ca+2].Cl.[Cl:7][C:8]1[CH:9]=[CH:10][C:11]([CH:19]([CH3:21])[CH3:20])=[C:12]([CH:18]=1)[CH2:13][NH:14][CH:15]1[CH2:17][CH2:16]1.[F:22][CH:23]([F:33])[C:24]1[C:28]([CH:29]=[O:30])=[C:27]([F:31])[N:26]([CH3:32])[N:25]=1.C(OO)(C)(C)C.